From a dataset of Forward reaction prediction with 1.9M reactions from USPTO patents (1976-2016). Predict the product of the given reaction. (1) Given the reactants [Br-].[CH2:2]([P+:4]([CH2:10][CH3:11])([CH2:8][CH3:9])[CH2:5][O:6][CH3:7])[CH3:3].[N-:12]([C:15]#[N:16])[C:13]#[N:14].[Na+], predict the reaction product. The product is: [N-:12]([C:15]#[N:16])[C:13]#[N:14].[CH2:2]([P+:4]([CH2:10][CH3:11])([CH2:8][CH3:9])[CH2:5][O:6][CH3:7])[CH3:3]. (2) The product is: [CH:24]([NH:27][C:4](=[O:6])[C:3]1[C:7]([F:11])=[CH:8][CH:9]=[CH:10][C:2]=1[F:1])([CH3:26])[CH3:25]. Given the reactants [F:1][C:2]1[CH:10]=[CH:9][CH:8]=[C:7]([F:11])[C:3]=1[C:4]([OH:6])=O.C(N1C=CN=C1)(N1C=CN=C1)=O.[CH:24]([NH2:27])([CH3:26])[CH3:25], predict the reaction product. (3) Given the reactants C[O:2][C:3](=[O:32])[CH2:4][O:5][C:6]1[CH:11]=[CH:10][C:9]([S:12][CH2:13][CH:14]=[C:15]([C:23]2[CH:28]=[CH:27][C:26]([Cl:29])=[CH:25][CH:24]=2)[C:16]2[CH:21]=[CH:20][C:19]([Cl:22])=[CH:18][CH:17]=2)=[CH:8][C:7]=1[CH2:30][CH3:31].[OH-].[Na+].Cl, predict the reaction product. The product is: [Cl:29][C:26]1[CH:25]=[CH:24][C:23]([C:15]([C:16]2[CH:21]=[CH:20][C:19]([Cl:22])=[CH:18][CH:17]=2)=[CH:14][CH2:13][S:12][C:9]2[CH:10]=[CH:11][C:6]([O:5][CH2:4][C:3]([OH:32])=[O:2])=[C:7]([CH2:30][CH3:31])[CH:8]=2)=[CH:28][CH:27]=1. (4) Given the reactants [CH3:1][O:2][C:3](=[O:31])[C@H:4]([CH2:13][C:14]1[CH:19]=[CH:18][C:17]([NH:20][C:21]([C:23]2[C:28]([Cl:29])=[CH:27][CH:26]=[CH:25][C:24]=2[Cl:30])=[O:22])=[CH:16][CH:15]=1)[NH:5]C(OC(C)(C)C)=O.Cl.C(OCC)C, predict the reaction product. The product is: [ClH:29].[CH3:1][O:2][C:3](=[O:31])[C@H:4]([CH2:13][C:14]1[CH:15]=[CH:16][C:17]([NH:20][C:21]([C:23]2[C:28]([Cl:29])=[CH:27][CH:26]=[CH:25][C:24]=2[Cl:30])=[O:22])=[CH:18][CH:19]=1)[NH2:5]. (5) Given the reactants C(O[CH:5]([C:14]1[CH:19]=[CH:18][C:17]([C:20](=[O:26])[N:21]([CH2:24][CH3:25])[CH2:22][CH3:23])=[CH:16][CH:15]=1)[C:6]1[CH:11]=[CH:10][CH:9]=[CH:8][C:7]=1[O:12][CH3:13])(=O)C.C([O-])=O.[NH4+], predict the reaction product. The product is: [CH2:24]([N:21]([CH2:22][CH3:23])[C:20]([C:17]1[CH:18]=[CH:19][C:14]([CH2:5][C:6]2[CH:11]=[CH:10][CH:9]=[CH:8][C:7]=2[O:12][CH3:13])=[CH:15][CH:16]=1)=[O:26])[CH3:25].